From a dataset of Full USPTO retrosynthesis dataset with 1.9M reactions from patents (1976-2016). Predict the reactants needed to synthesize the given product. (1) Given the product [Br:1][C:2]1[CH:3]=[C:4]([O:12][CH2:13][C:14]2[CH:19]=[CH:18][CH:17]=[CH:16][CH:15]=2)[C:5]2[N:9]=[C:8]([CH3:10])[N:7]([S:29]([C:26]3[CH:27]=[CH:28][C:23]([CH3:22])=[CH:24][CH:25]=3)(=[O:31])=[O:30])[C:6]=2[CH:11]=1, predict the reactants needed to synthesize it. The reactants are: [Br:1][C:2]1[CH:3]=[C:4]([O:12][CH2:13][C:14]2[CH:19]=[CH:18][CH:17]=[CH:16][CH:15]=2)[C:5]2[N:9]=[C:8]([CH3:10])[NH:7][C:6]=2[CH:11]=1.[H-].[Na+].[CH3:22][C:23]1[CH:28]=[CH:27][C:26]([S:29](Cl)(=[O:31])=[O:30])=[CH:25][CH:24]=1. (2) Given the product [CH2:6]1[CH:1]2[CH:2]([C:10]3[CH2:15][CH2:14][CH2:13][CH2:12][C:11]=3[C:7]2=[O:9])[CH2:3][CH2:4][CH2:5]1, predict the reactants needed to synthesize it. The reactants are: [C:1]1([C:7]([OH:9])=O)[CH2:6][CH2:5][CH2:4][CH2:3][CH:2]=1.[CH2:10]1[CH2:15][CH2:14][CH2:13][CH2:12][CH2:11]1.S([O-])([O-])(=O)=O.[NH4+].[NH4+]. (3) Given the product [N:1]1[CH:6]=[CH:5][CH:4]=[C:3]([C:7]2([C:8]#[N:9])[CH2:15][CH2:14][CH2:13][CH2:12][CH2:11]2)[CH:2]=1, predict the reactants needed to synthesize it. The reactants are: [N:1]1[CH:6]=[CH:5][CH:4]=[C:3]([CH2:7][C:8]#[N:9])[CH:2]=1.Br[CH2:11][CH2:12][CH2:13][CH2:14][CH2:15]Br.CS(C)=O.[H-].[Na+]. (4) Given the product [CH2:1]([N:8]1[CH2:13][CH2:12][C:11]([C:19]#[N:20])([NH:18][CH2:16][CH3:17])[CH2:10][CH2:9]1)[C:2]1[CH:7]=[CH:6][CH:5]=[CH:4][CH:3]=1, predict the reactants needed to synthesize it. The reactants are: [CH2:1]([N:8]1[CH2:13][CH2:12][C:11](=O)[CH2:10][CH2:9]1)[C:2]1[CH:7]=[CH:6][CH:5]=[CH:4][CH:3]=1.Cl.[CH2:16]([NH2:18])[CH3:17].[C-:19]#[N:20].[K+].C(O)(C)C.